Dataset: Forward reaction prediction with 1.9M reactions from USPTO patents (1976-2016). Task: Predict the product of the given reaction. Given the reactants [CH3:1][Si:2]([CH3:19])([CH3:18])[CH2:3][CH2:4][O:5][C:6](=O)[O:7]C1C=CC([N+]([O-])=O)=CC=1.CCN(C(C)C)C(C)C.[F:29][C:30]1[CH:35]=[C:34]([CH3:36])[C:33]([NH2:37])=[CH:32][C:31]=1[NH2:38], predict the reaction product. The product is: [CH3:1][Si:2]([CH3:19])([CH3:18])[CH2:3][CH2:4][O:5][C:6](=[O:7])[NH:37][C:33]1[CH:32]=[C:31]([NH2:38])[C:30]([F:29])=[CH:35][C:34]=1[CH3:36].